The task is: Predict the product of the given reaction.. This data is from Forward reaction prediction with 1.9M reactions from USPTO patents (1976-2016). (1) Given the reactants [CH3:1][O:2][C:3]1[CH:8]=[CH:7][N:6]=[CH:5][CH:4]=1.[OH:9]O, predict the reaction product. The product is: [CH3:1][O:2][C:3]1[CH:8]=[CH:7][N+:6]([O-:9])=[CH:5][CH:4]=1. (2) Given the reactants [Br:1][C:2]1[CH:7]=[CH:6][C:5]([N+:8]([O-:10])=[O:9])=[C:4](F)[CH:3]=1.[CH3:12][CH:13]1[CH2:18][CH2:17][NH:16][CH2:15][CH2:14]1, predict the reaction product. The product is: [Br:1][C:2]1[CH:7]=[CH:6][C:5]([N+:8]([O-:10])=[O:9])=[C:4]([N:16]2[CH2:17][CH2:18][CH:13]([CH3:12])[CH2:14][CH2:15]2)[CH:3]=1. (3) The product is: [NH2:18][CH2:2][C:3]1[CH:17]=[CH:16][C:6]2[N:7]=[C:8]([C:10]3[CH:15]=[CH:14][CH:13]=[CH:12][CH:11]=3)[S:9][C:5]=2[CH:4]=1. Given the reactants Br[CH2:2][C:3]1[CH:17]=[CH:16][C:6]2[N:7]=[C:8]([C:10]3[CH:15]=[CH:14][CH:13]=[CH:12][CH:11]=3)[S:9][C:5]=2[CH:4]=1.[NH3:18], predict the reaction product. (4) The product is: [Cl:1][C:2]1[CH:10]=[C:9]2[C:5]([C:6]([C:11]([N:13]3[CH2:14][CH2:15][CH:16]([C:19]4[C:24]([O:25][CH3:26])=[CH:23][CH:22]=[CH:21][C:20]=4[O:27][CH3:28])[CH2:17][CH2:18]3)=[O:12])=[CH:7][N:8]2[CH2:30][C:31]([OH:33])=[O:32])=[CH:4][CH:3]=1. Given the reactants [Cl:1][C:2]1[CH:10]=[C:9]2[C:5]([C:6]([C:11]([N:13]3[CH2:18][CH2:17][CH:16]([C:19]4[C:24]([O:25][CH3:26])=[CH:23][CH:22]=[CH:21][C:20]=4[O:27][CH3:28])[CH2:15][CH2:14]3)=[O:12])=[CH:7][NH:8]2)=[CH:4][CH:3]=1.Br[CH2:30][C:31]([OH:33])=[O:32], predict the reaction product. (5) Given the reactants C(C(CCCCN)C(O)=O)([O:3][C:4]([CH3:7])([CH3:6])[CH3:5])=O.Cl.[CH3:18][O:19][C:20](=[O:29])[C@@H:21]([CH3:28])[NH:22][C:23](=[O:27])[C@@H:24]([CH3:26])[NH2:25].CN(C(ON1N=N[C:40]2[CH:41]=[CH:42][CH:43]=[N:44][C:39]1=2)=[N+](C)C)C.F[P-](F)(F)(F)(F)F.CN1CC[O:58][CH2:57][CH2:56]1.[OH2:61], predict the reaction product. The product is: [C:4]([O:3][C:39]([NH:44][CH2:43][CH2:42][CH2:41][CH2:40][CH2:56][C:57]([NH:25][C@@H:24]([C:23]([NH:22][C@@H:21]([C:20]([O:19][CH3:18])=[O:29])[CH3:28])=[O:27])[CH3:26])=[O:58])=[O:61])([CH3:7])([CH3:6])[CH3:5]. (6) The product is: [NH2:3][CH2:12][CH2:13][CH2:14][C:15]1[S:19][C:18]([CH2:20][CH2:21][C:22]2[N:23]=[C:24]([NH:27][C:28](=[O:30])[CH3:29])[S:25][CH:26]=2)=[CH:17][CH:16]=1. Given the reactants O=C1C2C(=CC=CC=2)C(=O)[N:3]1[CH2:12][CH2:13][CH2:14][C:15]1[S:19][C:18]([CH2:20][CH2:21][C:22]2[N:23]=[C:24]([NH:27][C:28](=[O:30])[CH3:29])[S:25][CH:26]=2)=[CH:17][CH:16]=1.O.NN.C(#N)C, predict the reaction product.